From a dataset of Full USPTO retrosynthesis dataset with 1.9M reactions from patents (1976-2016). Predict the reactants needed to synthesize the given product. (1) Given the product [NH2:1][C:2]1[N:7]=[C:6]([N:8]2[CH2:32][CH2:31][C:11]3([CH2:15][N:14]([C:16]([O:18][CH2:19][C:20]4[CH:25]=[CH:24][CH:23]=[CH:22][CH:21]=4)=[O:17])[C@H:13]([C:26]([O:28][CH2:29][CH3:30])=[O:27])[CH2:12]3)[CH2:10][CH2:9]2)[CH:5]=[C:4]([O:33][C@H:34]([C:39]2[CH:44]=[CH:43][C:42]([CH:62]=[O:63])=[CH:41][C:40]=2[N:46]2[CH:50]=[CH:49][C:48]([CH3:51])=[N:47]2)[C:35]([F:38])([F:37])[F:36])[N:3]=1, predict the reactants needed to synthesize it. The reactants are: [NH2:1][C:2]1[N:7]=[C:6]([N:8]2[CH2:32][CH2:31][C:11]3([CH2:15][N:14]([C:16]([O:18][CH2:19][C:20]4[CH:25]=[CH:24][CH:23]=[CH:22][CH:21]=4)=[O:17])[C@H:13]([C:26]([O:28][CH2:29][CH3:30])=[O:27])[CH2:12]3)[CH2:10][CH2:9]2)[CH:5]=[C:4]([O:33][C@H:34]([C:39]2[CH:44]=[CH:43][C:42](Br)=[CH:41][C:40]=2[N:46]2[CH:50]=[CH:49][C:48]([CH3:51])=[N:47]2)[C:35]([F:38])([F:37])[F:36])[N:3]=1.CCN(CC)CC.CN([CH:62]=[O:63])C. (2) Given the product [SH:12][C:10]1[S:11][C:7]2[CH:6]=[C:5]([N:4]([CH:3]([CH3:16])[CH2:2][CH3:15])[C:26](=[O:27])[O:28][C:29]3[CH:34]=[CH:33][C:32]([Cl:35])=[CH:31][CH:30]=3)[CH:14]=[CH:13][C:8]=2[N:9]=1, predict the reactants needed to synthesize it. The reactants are: C[CH:2]([CH3:15])[CH2:3][NH:4][C:5]1[CH:14]=[CH:13][C:8]2[N:9]=[C:10]([SH:12])[S:11][C:7]=2[CH:6]=1.[CH:16](N(CC)C(C)C)(C)C.Cl[C:26]([O:28][C:29]1[CH:34]=[CH:33][C:32]([Cl:35])=[CH:31][CH:30]=1)=[O:27].